This data is from Full USPTO retrosynthesis dataset with 1.9M reactions from patents (1976-2016). The task is: Predict the reactants needed to synthesize the given product. Given the product [CH3:5][O:6][C:7]1[CH:12]=[CH:11][C:10]([O:13][CH3:14])=[CH:9][C:8]=1[C:15](=[O:17])[CH:16]=[O:4], predict the reactants needed to synthesize it. The reactants are: [Se](=O)=O.[OH2:4].[CH3:5][O:6][C:7]1[CH:12]=[CH:11][C:10]([O:13][CH3:14])=[CH:9][C:8]=1[C:15](=[O:17])[CH3:16].